This data is from Full USPTO retrosynthesis dataset with 1.9M reactions from patents (1976-2016). The task is: Predict the reactants needed to synthesize the given product. (1) Given the product [N:30]1([NH:36][C:3]([C:4]2[CH:21]=[C:20]([C:11]3[CH:12]=[C:13]([C:16]([F:19])([F:18])[F:17])[CH:14]=[CH:15][C:10]=3[Cl:9])[N:29]([CH2:28][CH2:27][CH:24]3[CH2:26][CH2:25]3)[C:5]=2[CH3:6])=[O:2])[CH2:35][CH2:34][CH2:33][CH2:32][CH2:31]1, predict the reactants needed to synthesize it. The reactants are: C[O:2][C:3](=O)[CH2:4][C:5](=O)[CH3:6].[Cl:9][C:10]1[CH:15]=[CH:14][C:13]([C:16]([F:19])([F:18])[F:17])=[CH:12][C:11]=1[C:20](=O)[CH2:21]Br.[CH:24]1([CH2:27][CH2:28][NH2:29])[CH2:26][CH2:25]1.[N:30]1([NH2:36])[CH2:35][CH2:34][CH2:33][CH2:32][CH2:31]1. (2) Given the product [O:11]=[C:1]1[C:2]2[CH:10]=[CH:9][CH:8]=[CH:7][C:3]=2/[C:4](=[C:13]2\[N:14]=[C:15]([C:17]3[CH:18]=[CH:19][CH:20]=[CH:21][CH:22]=3)[O:24][C:12]\2=[O:23])/[O:6]1, predict the reactants needed to synthesize it. The reactants are: [C:1]1(=[O:11])[O:6][C:4](=O)[C:3]2=[CH:7][CH:8]=[CH:9][CH:10]=[C:2]12.[C:12]([OH:24])(=[O:23])[CH2:13][NH:14][C:15]([C:17]1[CH:22]=[CH:21][CH:20]=[CH:19][CH:18]=1)=O.C([O-])(=O)C.[Na+].O. (3) Given the product [Cl:26][C:27]1[CH:32]=[CH:31][CH:30]=[CH:29][C:28]=1[S:33]([N:20]1[CH2:21][CH2:22][CH:17]([N:15]2[C:14](=[O:23])[C:13]([CH3:25])([CH3:24])[C:12]([C:6]3[CH:7]=[CH:8][C:9]([O:10][CH3:11])=[C:4]([O:3][CH3:2])[CH:5]=3)=[N:16]2)[CH2:18][CH2:19]1)(=[O:35])=[O:34], predict the reactants needed to synthesize it. The reactants are: Cl.[CH3:2][O:3][C:4]1[CH:5]=[C:6]([C:12]2[C:13]([CH3:25])([CH3:24])[C:14](=[O:23])[N:15]([CH:17]3[CH2:22][CH2:21][NH:20][CH2:19][CH2:18]3)[N:16]=2)[CH:7]=[CH:8][C:9]=1[O:10][CH3:11].[Cl:26][C:27]1[CH:32]=[CH:31][CH:30]=[CH:29][C:28]=1[S:33](Cl)(=[O:35])=[O:34]. (4) Given the product [S:1]1[C:5]2[CH:6]=[CH:7][CH:8]=[CH:9][C:4]=2[N:3]=[C:2]1[N:10]1[C:14](=[O:15])[C:13](=[CH:28][N:29]([CH3:31])[CH3:30])[C:12]([C:16]2[CH:21]=[CH:20][CH:19]=[C:18]([C:22]([F:23])([F:24])[F:25])[CH:17]=2)=[N:11]1, predict the reactants needed to synthesize it. The reactants are: [S:1]1[C:5]2[CH:6]=[CH:7][CH:8]=[CH:9][C:4]=2[N:3]=[C:2]1[N:10]1[C:14](=[O:15])[CH:13]=[C:12]([C:16]2[CH:21]=[CH:20][CH:19]=[C:18]([C:22]([F:25])([F:24])[F:23])[CH:17]=2)[NH:11]1.CO[CH:28](OC)[N:29]([CH3:31])[CH3:30].C(OCC)C. (5) Given the product [O:9]=[C:6]1[CH2:7][CH2:8][N:3]([CH2:2][C:27]2[CH:28]=[N:29][CH:30]=[CH:31][CH:32]=2)[CH2:4][CH:5]1[C:10]([O:12][CH3:13])=[O:11], predict the reactants needed to synthesize it. The reactants are: Cl.[CH3:2][N:3]1[CH2:8][CH2:7][C:6](=[O:9])[CH:5]([C:10]([OH:12])=[O:11])[CH2:4]1.[CH:13](N(C(C)C)CC)(C)C.[I-].[Na+].Cl.ClC[C:27]1[CH:28]=[N:29][CH:30]=[CH:31][CH:32]=1. (6) Given the product [NH2:1][C:2]1[CH:11]=[CH:10][C:9]2[C:4](=[C:5]([S:13]([NH:16][C:17]3[CH:25]=[CH:24][C:20]([C:21]([OH:23])=[O:22])=[CH:19][CH:18]=3)(=[O:15])=[O:14])[CH:6]=[CH:7][CH:8]=2)[N:3]=1, predict the reactants needed to synthesize it. The reactants are: [NH2:1][C:2]1[CH:11]=[CH:10][C:9]2[C:4](=[C:5]([S:13]([NH:16][C:17]3[CH:25]=[CH:24][C:20]([C:21]([OH:23])=[O:22])=[CH:19][CH:18]=3)(=[O:15])=[O:14])[CH:6]=[C:7](Cl)[CH:8]=2)[N:3]=1. (7) Given the product [CH3:29][NH:26][C:27]([N:15]1[CH2:16][CH2:17][CH:12]([C:6]2([CH2:18][C:19]3[CH:24]=[CH:23][CH:22]=[C:21]([Cl:25])[CH:20]=3)[C:5]3[C:9](=[CH:10][C:2]([Cl:1])=[CH:3][CH:4]=3)[NH:8][C:7]2=[O:11])[CH2:13][CH2:14]1)=[O:28], predict the reactants needed to synthesize it. The reactants are: [Cl:1][C:2]1[CH:10]=[C:9]2[C:5]([C:6]([CH2:18][C:19]3[CH:24]=[CH:23][CH:22]=[C:21]([Cl:25])[CH:20]=3)([CH:12]3[CH2:17][CH2:16][NH:15][CH2:14][CH2:13]3)[C:7](=[O:11])[NH:8]2)=[CH:4][CH:3]=1.[N:26]([CH3:29])=[C:27]=[O:28].